Predict the reaction yield, written as a fraction of the theoretical maximum amount of product (1.0 means a 100% yield; for example, 0.34 means a 34% yield). From a dataset of Reaction yield outcomes from USPTO patents with 853,638 reactions. (1) The reactants are [Cl:1][C:2]1[CH:7]=[CH:6][C:5]([N:8]2[C:12]([CH3:13])=[C:11]([C:14]([NH:16][CH2:17][C:18]([CH:20]3[CH2:25][CH2:24][CH2:23][CH2:22][CH2:21]3)=O)=[O:15])[N:10]=[C:9]2[C:26]2[CH:31]=[CH:30][C:29]([Cl:32])=[CH:28][C:27]=2[Cl:33])=[CH:4][CH:3]=1.CC[N+](S(N=C(OC)[O-])(=O)=O)(CC)CC. The catalyst is C1COCC1. The product is [Cl:1][C:2]1[CH:3]=[CH:4][C:5]([N:8]2[C:12]([CH3:13])=[C:11]([C:14]3[O:15][C:18]([CH:20]4[CH2:21][CH2:22][CH2:23][CH2:24][CH2:25]4)=[CH:17][N:16]=3)[N:10]=[C:9]2[C:26]2[CH:31]=[CH:30][C:29]([Cl:32])=[CH:28][C:27]=2[Cl:33])=[CH:6][CH:7]=1. The yield is 0.220. (2) The reactants are [CH3:1][C:2]1([CH3:9])[C@@H:7]([OH:8])[C:5](=[O:6])[O:4][CH2:3]1.[H-].[Al+3].[Li+].[H-].[H-].[H-].[OH-].[Na+].[H][H]. The catalyst is O1CCCC1.O. The product is [CH3:1][C:2]([CH3:9])([CH2:3][OH:4])[C@@H:7]([OH:8])[CH2:5][OH:6]. The yield is 0.820. (3) The reactants are [NH2:1][C:2]1[C:3]([Cl:12])=[C:4]([C:8]([Cl:11])=[CH:9][CH:10]=1)[C:5]([OH:7])=[O:6].C(N(CC)CC)C.[CH2:20]([S:23](Cl)(=[O:25])=[O:24])[CH2:21][CH3:22]. The product is [Cl:12][C:3]1[C:2]([NH:1][S:23]([CH2:20][CH2:21][CH3:22])(=[O:25])=[O:24])=[CH:10][CH:9]=[C:8]([Cl:11])[C:4]=1[C:5]([OH:7])=[O:6]. The catalyst is ClCCl. The yield is 0.744. (4) The reactants are [OH:1][C:2]1[CH:3]=[C:4]([CH:10]=[CH:11][CH:12]=1)[C:5]([O:7][CH2:8][CH3:9])=[O:6].CN(C=O)C.C([O-])([O-])=O.[K+].[K+].[CH2:24](Br)[C:25]1[CH:30]=[CH:29][CH:28]=[CH:27][CH:26]=1. The catalyst is CCOCC. The product is [C:25]1([CH2:24][O:1][C:2]2[CH:3]=[C:4]([CH:10]=[CH:11][CH:12]=2)[C:5]([O:7][CH2:8][CH3:9])=[O:6])[CH:30]=[CH:29][CH:28]=[CH:27][CH:26]=1. The yield is 1.00. (5) The reactants are [NH2:1][CH2:2][C:3]([NH:5][CH2:6][C:7]1[N:8]=[C:9]([NH:12][C:13]([NH:15][C:16]2[CH:21]=[CH:20][C:19]([CH3:22])=[CH:18][C:17]=2[C:23]([CH:25]2[CH2:29][CH2:28][CH2:27][CH2:26]2)=[O:24])=[O:14])[S:10][CH:11]=1)=[O:4].[CH3:30][S:31](Cl)(=[O:33])=[O:32]. No catalyst specified. The product is [CH:25]1([C:23]([C:17]2[CH:18]=[C:19]([CH3:22])[CH:20]=[CH:21][C:16]=2[NH:15][C:13](=[O:14])[NH:12][C:9]2[S:10][CH:11]=[C:7]([CH2:6][NH:5][C:3](=[O:4])[CH2:2][NH:1][S:31]([CH3:30])(=[O:33])=[O:32])[N:8]=2)=[O:24])[CH2:29][CH2:28][CH2:27][CH2:26]1. The yield is 0.840. (6) The reactants are [CH:1]1([C:4]2[C:5]([NH:24][S:25]([CH3:28])(=[O:27])=[O:26])=[CH:6][C:7]3[O:11][C:10]([C:12]4[CH:17]=[CH:16][C:15]([F:18])=[CH:14][CH:13]=4)=[C:9]([C:19]([NH:21][CH3:22])=[O:20])[C:8]=3[CH:23]=2)[CH2:3][CH2:2]1.C[Si]([N-][Si](C)(C)C)(C)C.[Li+].[Br:39][C:40]1[CH:41]=[CH:42][C:43](F)=[N:44][CH:45]=1. The catalyst is CN(C)C=O.O. The product is [Br:39][C:40]1[CH:41]=[CH:42][C:43]([N:24]([C:5]2[C:4]([CH:1]3[CH2:3][CH2:2]3)=[CH:23][C:8]3[C:9]([C:19]([NH:21][CH3:22])=[O:20])=[C:10]([C:12]4[CH:17]=[CH:16][C:15]([F:18])=[CH:14][CH:13]=4)[O:11][C:7]=3[CH:6]=2)[S:25]([CH3:28])(=[O:27])=[O:26])=[N:44][CH:45]=1. The yield is 0.775.